Dataset: Reaction yield outcomes from USPTO patents with 853,638 reactions. Task: Predict the reaction yield, written as a fraction of the theoretical maximum amount of product (1.0 means a 100% yield; for example, 0.34 means a 34% yield). The reactants are Br[C:2]1[CH:7]=[CH:6][C:5]([C@@H:8]([NH:10][S@@:11]([C:13]([CH3:16])([CH3:15])[CH3:14])=[O:12])[CH3:9])=[C:4]([F:17])[CH:3]=1.C([Sn](CCCC)(CCCC)[C:23]([O:25][CH2:26][CH3:27])=[CH2:24])CCC.C(Cl)Cl.C(O)(C(F)(F)F)=O.C(OC=C)=C. The catalyst is C1C=CC(P(C2C=CC=CC=2)[C-]2C=CC=C2)=CC=1.C1C=CC(P(C2C=CC=CC=2)[C-]2C=CC=C2)=CC=1.Cl[Pd]Cl.[Fe+2].CCOC(C)=O.CCCCCCC.C1(C)C=CC=CC=1. The product is [CH2:26]([O:25][C:23]([C:2]1[CH:7]=[CH:6][C:5]([C@@H:8]([NH:10][S@@:11]([C:13]([CH3:16])([CH3:15])[CH3:14])=[O:12])[CH3:9])=[C:4]([F:17])[CH:3]=1)=[CH2:24])[CH3:27]. The yield is 0.620.